This data is from Reaction yield outcomes from USPTO patents with 853,638 reactions. The task is: Predict the reaction yield, written as a fraction of the theoretical maximum amount of product (1.0 means a 100% yield; for example, 0.34 means a 34% yield). (1) The reactants are [CH3:1][O:2][C:3](=[O:14])[CH:4]([S:6][C:7]1[CH:12]=[CH:11][C:10](Br)=[CH:9][CH:8]=1)[CH3:5].[B:15]1([B:15]2[O:19][C:18]([CH3:21])([CH3:20])[C:17]([CH3:23])([CH3:22])[O:16]2)[O:19][C:18]([CH3:21])([CH3:20])[C:17]([CH3:23])([CH3:22])[O:16]1.C([O-])(=O)C.[K+]. The catalyst is C1C=CC(P(C2C=CC=CC=2)[C-]2C=CC=C2)=CC=1.C1C=CC(P(C2C=CC=CC=2)[C-]2C=CC=C2)=CC=1.Cl[Pd]Cl.[Fe+2]. The product is [CH3:1][O:2][C:3](=[O:14])[CH:4]([S:6][C:7]1[CH:12]=[CH:11][C:10]([B:15]2[O:19][C:18]([CH3:21])([CH3:20])[C:17]([CH3:23])([CH3:22])[O:16]2)=[CH:9][CH:8]=1)[CH3:5]. The yield is 0.420. (2) The reactants are [H-].[Na+].[Br:3][C:4]1[CH:5]=[C:6]([F:15])[CH:7]=[C:8]2[C:13]=1[C:12](=[O:14])[NH:11][CH2:10][CH2:9]2.[CH3:16][O:17][C:18]1[CH:23]=[CH:22][C:21]([CH2:24]Cl)=[CH:20][CH:19]=1.[NH4+].[Cl-]. The catalyst is CN(C=O)C. The product is [Br:3][C:4]1[CH:5]=[C:6]([F:15])[CH:7]=[C:8]2[C:13]=1[C:12](=[O:14])[N:11]([CH2:24][C:21]1[CH:22]=[CH:23][C:18]([O:17][CH3:16])=[CH:19][CH:20]=1)[CH2:10][CH2:9]2. The yield is 0.700.